From a dataset of Full USPTO retrosynthesis dataset with 1.9M reactions from patents (1976-2016). Predict the reactants needed to synthesize the given product. (1) Given the product [C:1]([O:5][CH2:10][CH:9]([CH2:6][CH2:7][CH3:8])[CH2:12][CH2:13][CH2:14][CH2:15][CH3:16])(=[O:4])[CH:2]=[CH2:3], predict the reactants needed to synthesize it. The reactants are: [C:1]([OH:5])(=[O:4])[CH:2]=[CH2:3].[CH2:6]([CH:9]([CH2:12][CH2:13][CH2:14][CH2:15][CH3:16])[CH2:10]O)[CH2:7][CH3:8].[PH2](O)=O.COC1C=CC(O)=CC=1.CS(O)(=O)=O. (2) Given the product [CH2:1]([O:3][C:4](=[O:19])[NH:5][C:6]1[C:11]([F:12])=[CH:10][CH:9]=[C:8]([O:13][C:14]([F:17])([F:16])[F:15])[C:7]=1[C:32]#[C:31][Si:27]([CH3:30])([CH3:29])[CH3:28])[CH3:2], predict the reactants needed to synthesize it. The reactants are: [CH2:1]([O:3][C:4](=[O:19])[NH:5][C:6]1[C:11]([F:12])=[CH:10][CH:9]=[C:8]([O:13][C:14]([F:17])([F:16])[F:15])[C:7]=1I)[CH3:2].CCN(CC)CC.[Si:27]([C:31]#[CH:32])([CH3:30])([CH3:29])[CH3:28]. (3) Given the product [CH3:15][O:12][C:10]1[CH:9]=[N:8][N:7]([CH2:6][O:5][CH2:4][CH2:3][Si:2]([CH3:14])([CH3:13])[CH3:1])[CH:11]=1, predict the reactants needed to synthesize it. The reactants are: [CH3:1][Si:2]([CH3:14])([CH3:13])[CH2:3][CH2:4][O:5][CH2:6][N:7]1[CH:11]=[C:10]([OH:12])[CH:9]=[N:8]1.[C:15]([O-])([O-])=O.[Cs+].[Cs+].CI.